Dataset: Full USPTO retrosynthesis dataset with 1.9M reactions from patents (1976-2016). Task: Predict the reactants needed to synthesize the given product. (1) Given the product [F:21][C:20]1[CH:19]=[C:18]([I:22])[CH:17]=[C:16]([F:23])[C:15]=1[CH2:14][N:11]1[C:12](=[O:13])[C:7]([C:5]([NH:36][C:35]2[CH:37]=[CH:38][C:32]([C:31]([F:30])([F:49])[F:50])=[CH:33][C:34]=2[C:39]2[CH:40]=[N:41][C:42]([C:45]([F:48])([F:46])[F:47])=[CH:43][CH:44]=2)=[O:4])=[C:8]([OH:28])[C@@:9]2([CH3:27])[CH2:26][CH2:25][CH2:24][N:10]12, predict the reactants needed to synthesize it. The reactants are: CC(C)C[O:4][C:5]([C:7]1[C:12](=[O:13])[N:11]([CH2:14][C:15]2[C:20]([F:21])=[CH:19][C:18]([I:22])=[CH:17][C:16]=2[F:23])[N:10]2[CH2:24][CH2:25][CH2:26][C@:9]2([CH3:27])[C:8]=1[OH:28])=O.[F:30][C:31]([F:50])([F:49])[C:32]1[CH:38]=[CH:37][C:35]([NH2:36])=[C:34]([C:39]2[CH:40]=[N:41][C:42]([C:45]([F:48])([F:47])[F:46])=[CH:43][CH:44]=2)[CH:33]=1. (2) Given the product [CH3:7][O:8][C:9](=[O:37])[CH2:10][O:11][C:12]1[CH:17]=[CH:16][C:15]([N:18]([CH2:39][CH3:40])[CH2:19][C:20]2[S:24][C:23]([C:25]3[CH:30]=[CH:29][C:28]([C:31]([F:34])([F:32])[F:33])=[CH:27][CH:26]=3)=[N:22][C:21]=2[CH3:35])=[CH:14][C:13]=1[CH3:36], predict the reactants needed to synthesize it. The reactants are: C(=O)([O-])[O-].[K+].[K+].[CH3:7][O:8][C:9](=[O:37])[CH2:10][O:11][C:12]1[CH:17]=[CH:16][C:15]([NH:18][CH2:19][C:20]2[S:24][C:23]([C:25]3[CH:30]=[CH:29][C:28]([C:31]([F:34])([F:33])[F:32])=[CH:27][CH:26]=3)=[N:22][C:21]=2[CH3:35])=[CH:14][C:13]=1[CH3:36].I[CH2:39][CH3:40]. (3) The reactants are: [OH:1][C:2]([C@H:4]([C:6]1[CH:15]=[CH:14][C:9]([CH2:10][CH:11]([CH3:13])[CH3:12])=[CH:8][CH:7]=1)[CH3:5])=[O:3].[CH3:16][C:17]12[CH2:26][C:24]3([NH2:27])[CH2:25][CH:19]([CH2:20][C:21]([CH3:28])([CH2:23]3)[CH2:22]1)[CH2:18]2. Given the product [CH3:28][C:21]12[CH2:23][C:24]3([NH2:27])[CH2:25][CH:19]([CH2:18][C:17]([CH3:16])([CH2:26]3)[CH2:22]1)[CH2:20]2.[OH:3][C:2]([C@H:4]([C:6]1[CH:7]=[CH:8][C:9]([CH2:10][CH:11]([CH3:12])[CH3:13])=[CH:14][CH:15]=1)[CH3:5])=[O:1], predict the reactants needed to synthesize it. (4) Given the product [CH2:1]([N:8]1[CH:12]=[C:11]([CH2:13][OH:14])[C:10]([N+:18]([O-:20])=[O:19])=[N:9]1)[C:2]1[CH:7]=[CH:6][CH:5]=[CH:4][CH:3]=1, predict the reactants needed to synthesize it. The reactants are: [CH2:1]([N:8]1[CH:12]=[C:11]([C:13](OCC)=[O:14])[C:10]([N+:18]([O-:20])=[O:19])=[N:9]1)[C:2]1[CH:7]=[CH:6][CH:5]=[CH:4][CH:3]=1.[H-].[Al+3].[Li+].[H-].[H-].[H-]. (5) Given the product [Br:1][C:2]1[CH:3]=[C:4]2[C:9](=[CH:10][CH:11]=1)[N:8]=[CH:7][C:6]([C:12]([CH:14]1[CH2:16][CH2:15]1)=[O:13])=[C:5]2[NH:18][C:19]1[CH:20]=[CH:21][C:22]([O:25][CH2:26][CH2:27][NH:28][C:29](=[O:35])[O:30][C:31]([CH3:33])([CH3:32])[CH3:34])=[N:23][CH:24]=1, predict the reactants needed to synthesize it. The reactants are: [Br:1][C:2]1[CH:3]=[C:4]2[C:9](=[CH:10][CH:11]=1)[N:8]=[CH:7][C:6]([C:12]([CH:14]1[CH2:16][CH2:15]1)=[O:13])=[C:5]2Cl.[NH2:18][C:19]1[CH:20]=[CH:21][C:22]([O:25][CH2:26][CH2:27][NH:28][C:29](=[O:35])[O:30][C:31]([CH3:34])([CH3:33])[CH3:32])=[N:23][CH:24]=1. (6) Given the product [F:11][C:10]([F:13])([F:12])[C:7]1[CH:6]=[C:3]2[C:2](=[CH:9][CH:8]=1)[NH:14][C:16]([C:17]([O:19][CH2:20][CH3:21])=[O:18])=[CH:4]2, predict the reactants needed to synthesize it. The reactants are: Br[C:2]1[CH:9]=[CH:8][C:7]([C:10]([F:13])([F:12])[F:11])=[CH:6][C:3]=1[CH:4]=O.[N+:14]([CH2:16][C:17]([O:19][CH2:20][CH3:21])=[O:18])#[C-]. (7) Given the product [Cl:18][C:6]([Cl:19])([C:7]12[CH2:14][CH:13]3[CH2:12][CH:11]([CH2:10][C:9]([OH:17])([CH2:15]3)[CH2:8]1)[CH2:16]2)[C:5]([OH:20])=[O:4], predict the reactants needed to synthesize it. The reactants are: [OH-].[Na+].C[O:4][C:5](=[O:20])[C:6]([Cl:19])([Cl:18])[C:7]12[CH2:16][CH:11]3[CH2:12][CH:13]([CH2:15][C:9]([OH:17])([CH2:10]3)[CH2:8]1)[CH2:14]2.Cl.